From a dataset of Full USPTO retrosynthesis dataset with 1.9M reactions from patents (1976-2016). Predict the reactants needed to synthesize the given product. The reactants are: [N+:1]([C:4]1[N:5]=[CH:6][C:7]([CH:10](C(OCC)=O)[C:11]([O:13][C:14](C)(C)[CH3:15])=[O:12])=[N:8][CH:9]=1)([O-:3])=[O:2]. Given the product [N+:1]([C:4]1[N:5]=[CH:6][C:7]([CH2:10][C:11]([O:13][CH2:14][CH3:15])=[O:12])=[N:8][CH:9]=1)([O-:3])=[O:2], predict the reactants needed to synthesize it.